From a dataset of Catalyst prediction with 721,799 reactions and 888 catalyst types from USPTO. Predict which catalyst facilitates the given reaction. (1) Reactant: Br[CH2:2][C:3]([C:5]1[CH:10]=[CH:9][C:8]([CH3:11])=[CH:7][CH:6]=1)=O.[NH2:12][C:13]1[CH:18]=[CH:17][C:16]([C:19]([O:21][CH3:22])=[O:20])=[CH:15][N:14]=1. Product: [C:8]1([CH3:11])[CH:9]=[CH:10][C:5]([C:3]2[N:12]=[C:13]3[CH:18]=[CH:17][C:16]([C:19]([O:21][CH3:22])=[O:20])=[CH:15][N:14]3[CH:2]=2)=[CH:6][CH:7]=1. The catalyst class is: 8. (2) Reactant: [C:1]([NH:9][C:10]1[S:11][CH2:12][C@@H:13]2[CH2:19][C@H:18]([C:20](O)=[O:21])[O:17][CH2:16][C@:14]2([C:23]2[CH:28]=[CH:27][C:26]([F:29])=[CH:25][C:24]=2[F:30])[N:15]=1)(=[O:8])[C:2]1[CH:7]=[CH:6][CH:5]=[CH:4][CH:3]=1.C(Cl)(=O)C([Cl:34])=O.CN(C)C=O. Product: [C:1]([NH:9][C:10]1[S:11][CH2:12][C@@H:13]2[CH2:19][C@H:18]([C:20]([Cl:34])=[O:21])[O:17][CH2:16][C@:14]2([C:23]2[CH:28]=[CH:27][C:26]([F:29])=[CH:25][C:24]=2[F:30])[N:15]=1)(=[O:8])[C:2]1[CH:7]=[CH:6][CH:5]=[CH:4][CH:3]=1. The catalyst class is: 4. (3) Reactant: C(Cl)(=O)OC.C(N(CC)CC)C.[CH2:13]([C:15]1[C:16]([O:40]C(OC)=O)=[CH:17][C:18]([O:35]C(OC)=O)=[C:19]([C:25]2[CH:26]=[C:27]([CH:32]=[CH:33][CH:34]=2)[C:28]([O:30][CH3:31])=[O:29])[C:20]=1[CH2:21][CH2:22][O:23][CH3:24])[CH3:14].[BH4-].[Na+].N. Product: [CH2:13]([C:15]1[C:16]([OH:40])=[CH:17][C:18]([OH:35])=[C:19]([C:25]2[CH:26]=[C:27]([CH:32]=[CH:33][CH:34]=2)[C:28]([O:30][CH3:31])=[O:29])[C:20]=1[CH2:21][CH2:22][O:23][CH3:24])[CH3:14]. The catalyst class is: 364. (4) Reactant: O.[NH2:2][NH2:3].Cl[C:5]1[N:10]([CH2:11][CH:12]([CH3:14])[CH3:13])[C:9](=[O:15])[NH:8][C:7](=[O:16])[CH:6]=1. Product: [NH:2]([C:5]1[N:10]([CH2:11][CH:12]([CH3:14])[CH3:13])[C:9](=[O:15])[NH:8][C:7](=[O:16])[CH:6]=1)[NH2:3]. The catalyst class is: 8. (5) Reactant: [OH:1][C:2]1[N:7]=[C:6]([OH:8])[C:5]([C:9]([OH:11])=O)=[CH:4][N:3]=1.S(Cl)(Cl)=O.C(=O)([O-])[O-].[K+].[K+].[O:22]1[CH2:27][CH2:26][NH:25][C:24]2[CH:28]=[N:29][CH:30]=[CH:31][C:23]1=2. Product: [O:22]1[CH2:27][CH2:26][N:25]([C:9]([C:5]2[C:6]([OH:8])=[N:7][C:2]([OH:1])=[N:3][CH:4]=2)=[O:11])[C:24]2[CH:28]=[N:29][CH:30]=[CH:31][C:23]1=2. The catalyst class is: 395. (6) Reactant: [C:1]([NH:5][C:6]([C:8]1[S:12][C:11]2[CH2:13][C:14]([CH3:17])([CH3:16])[CH2:15][C:10]=2[CH:9]=1)=[O:7])([CH3:4])([CH3:3])[CH3:2].C([Li])CCC.CN([CH:26]=[O:27])C. Product: [C:1]([NH:5][C:6]([C:8]1[S:12][C:11]2[CH2:13][C:14]([CH3:17])([CH3:16])[CH2:15][C:10]=2[C:9]=1[CH:26]=[O:27])=[O:7])([CH3:4])([CH3:2])[CH3:3]. The catalyst class is: 1. (7) The catalyst class is: 3. Reactant: [Cl:1][C:2]1[C:7]([F:8])=[CH:6][CH:5]=[C:4]([Cl:9])[C:3]=1[C@H:10]([O:12][C:13]1[C:14]2[O:22][CH:21]=[C:20]([C:23]3[CH2:24][CH2:25][NH:26][CH2:27][CH:28]=3)[C:15]=2[CH:16]=[N:17][C:18]=1[NH2:19])[CH3:11].C(=O)([O-])[O-].[Cs+].[Cs+].C[O:36][C:37](=[O:40])[CH2:38]Cl. Product: [NH2:19][C:18]1[N:17]=[CH:16][C:15]2[C:20]([C:23]3[CH2:24][CH2:25][N:26]([CH2:38][C:37]([OH:40])=[O:36])[CH2:27][CH:28]=3)=[CH:21][O:22][C:14]=2[C:13]=1[O:12][C@@H:10]([C:3]1[C:4]([Cl:9])=[CH:5][CH:6]=[C:7]([F:8])[C:2]=1[Cl:1])[CH3:11]. (8) Reactant: [CH2:1]([O:3][C:4](=[O:13])[C:5]1[CH:10]=[C:9]([F:11])[CH:8]=[C:7](F)[CH:6]=1)[CH3:2].[NH:14]1[CH2:19][CH2:18][O:17][CH2:16][CH2:15]1. Product: [CH2:1]([O:3][C:4](=[O:13])[C:5]1[CH:6]=[C:7]([N:14]2[CH2:19][CH2:18][O:17][CH2:16][CH2:15]2)[CH:8]=[C:9]([F:11])[CH:10]=1)[CH3:2]. The catalyst class is: 16. (9) Product: [CH3:1][C:2]1[C:6]2[CH:7]=[C:8]([C:11]([OH:13])=[O:12])[CH:9]=[CH:10][C:5]=2[O:4][CH:3]=1. Reactant: [CH3:1][C:2]1[C:6]2[CH:7]=[C:8]([C:11]([O:13]C)=[O:12])[CH:9]=[CH:10][C:5]=2[O:4][CH:3]=1.[OH-].[Na+].O. The catalyst class is: 5. (10) Reactant: [Br:1][C:2]1[S:6][C:5]([CH2:7][CH3:8])=[C:4]([CH:9]([CH:11]2[CH2:16][CH2:15][CH2:14][CH2:13][CH2:12]2)[OH:10])[CH:3]=1.O[C:18]1[CH:27]=[CH:26][C:21]([C:22]([O:24][CH3:25])=[O:23])=[CH:20][CH:19]=1.N(C(N1CCCCC1)=O)=NC(N1CCCCC1)=O.C(P(CCCC)CCCC)CCC. Product: [Br:1][C:2]1[S:6][C:5]([CH2:7][CH3:8])=[C:4]([CH:9]([CH:11]2[CH2:16][CH2:15][CH2:14][CH2:13][CH2:12]2)[O:10][C:18]2[CH:27]=[CH:26][C:21]([C:22]([O:24][CH3:25])=[O:23])=[CH:20][CH:19]=2)[CH:3]=1. The catalyst class is: 7.